From a dataset of hERG potassium channel inhibition data for cardiac toxicity prediction from Karim et al.. Regression/Classification. Given a drug SMILES string, predict its toxicity properties. Task type varies by dataset: regression for continuous values (e.g., LD50, hERG inhibition percentage) or binary classification for toxic/non-toxic outcomes (e.g., AMES mutagenicity, cardiotoxicity, hepatotoxicity). Dataset: herg_karim. (1) The result is 1 (blocker). The drug is C1=C/COCc2cc(ccc2OCCN2CCCC2)Nc2nccc(n2)-c2ccnc(c2)OCC/1. (2) The drug is CCCCN1CCC[C@@H]1Cn1nc(Cc2ccc(Cl)cc2)c2ncccc2c1=O. The result is 1 (blocker). (3) The molecule is Cc1ccc2c(=O)n(-c3ccc(OCCCN4CCCC4)cc3)c(C)nc2c1. The result is 1 (blocker). (4) The compound is CO/N=C1\CN(c2nc3c(cc2F)C(=O)C(C(=O)O)CN3C2CC2)CC12CNC2. The result is 0 (non-blocker). (5) The drug is CC(=O)N1CCN(CCCC2(c3ccccc3)CC(c3cc(F)ccc3F)=NN2C(C)=O)CC1. The result is 0 (non-blocker). (6) The molecule is Cc1cc(Nc2ncc(F)c(-c3cnc(C)n3C(C)C)n2)ccc1C(=O)N(C)C. The result is 0 (non-blocker). (7) The molecule is CC(C=CC(=O)NO)=C[C@@H](C)C(=O)c1ccc(N(C)C)cc1. The result is 0 (non-blocker). (8) The compound is CCN(CC)Cc1ccc2c(c1)CC[C@H](N1CCN(CCc3ccc(F)cc3)CC1=O)C2. The result is 1 (blocker). (9) The molecule is COc1ccc2nc(CN3CCC[C@H]3CO)n(Cc3ccc(Cl)cc3)c2c1. The result is 1 (blocker). (10) The compound is COCCN1CCC[C@@H]1Cn1nc(Cc2ccc(Cl)cc2)c2cnccc2c1=O. The result is 1 (blocker).